From a dataset of Catalyst prediction with 721,799 reactions and 888 catalyst types from USPTO. Predict which catalyst facilitates the given reaction. (1) Product: [CH3:36][N:33]1[CH2:34][CH2:35][N:30]([S:27]([C:23]2[CH:24]=[C:25]([NH:13][C:9]3[N:8]=[C:7]([C:4]4[N:3]([CH:14]5[CH2:19][CH2:18][O:17][CH2:16][CH2:15]5)[C:2]([CH3:1])=[N:6][CH:5]=4)[CH:12]=[CH:11][N:10]=3)[CH:26]=[CH:21][CH:22]=2)(=[O:29])=[O:28])[CH2:31][CH2:32]1. The catalyst class is: 110. Reactant: [CH3:1][C:2]1[N:3]([CH:14]2[CH2:19][CH2:18][O:17][CH2:16][CH2:15]2)[C:4]([C:7]2[CH:12]=[CH:11][N:10]=[C:9]([NH2:13])[N:8]=2)=[CH:5][N:6]=1.Br[C:21]1[CH:22]=[C:23]([S:27]([N:30]2[CH2:35][CH2:34][N:33]([CH3:36])[CH2:32][CH2:31]2)(=[O:29])=[O:28])[CH:24]=[CH:25][CH:26]=1.C([O-])([O-])=O.[Cs+].[Cs+].CC(C1C=C(C(C)C)C(C2C=CC=CC=2P(C2CCCCC2)C2CCCCC2)=C(C(C)C)C=1)C. (2) Reactant: C(OC([NH:11][C:12]1[C:13]([C:25]([NH:27][C:28]2[CH:29]=[N:30][CH:31]=[CH:32][C:33]=2[N:34]2[CH2:39][CH2:38][CH2:37][C@H:36]([NH:40]C(=O)OCC3C=CC=CC=3)[CH2:35]2)=[O:26])=[N:14][C:15]2[C:20]([CH:21]=1)=[CH:19][C:18]([F:22])=[C:17]([CH:23]=[CH2:24])[CH:16]=2)=O)C1C=CC=CC=1. Product: [NH2:11][C:12]1[C:13]([C:25]([NH:27][C:28]2[CH:29]=[N:30][CH:31]=[CH:32][C:33]=2[N:34]2[CH2:39][CH2:38][CH2:37][C@H:36]([NH2:40])[CH2:35]2)=[O:26])=[N:14][C:15]2[C:20]([CH:21]=1)=[CH:19][C:18]([F:22])=[C:17]([CH2:23][CH3:24])[CH:16]=2. The catalyst class is: 19. (3) The catalyst class is: 31. Product: [CH2:39]([O:38][C@@H:37]1[C@@H:36]([O:46][CH2:47][C:48]2[CH:53]=[CH:52][CH:51]=[CH:50][CH:49]=2)[C@H:35]([O:54][CH2:55][C:56]2[CH:57]=[CH:58][CH:59]=[CH:60][CH:61]=2)[C@@H:34]([CH2:62][O:63][CH2:64][C:65]2[CH:66]=[CH:67][CH:68]=[CH:69][CH:70]=2)[O:33][C@:32]1([CH2:31][CH2:30][O:14][C:11]1[CH:12]=[CH:13][C:8]([CH2:7][C:6]2[CH:15]=[CH:16][C:3]([CH2:1][CH3:2])=[CH:4][CH:5]=2)=[CH:9][CH:10]=1)[O:71][CH3:72])[C:40]1[CH:41]=[CH:42][CH:43]=[CH:44][CH:45]=1. Reactant: [CH2:1]([C:3]1[CH:16]=[CH:15][C:6]([CH2:7][C:8]2[CH:13]=[CH:12][C:11]([OH:14])=[CH:10][CH:9]=2)=[CH:5][CH:4]=1)[CH3:2].[H-].[Na+].CC1C=CC(S(O[CH2:30][CH2:31][C@@:32]2([O:71][CH3:72])[C@H:37]([O:38][CH2:39][C:40]3[CH:45]=[CH:44][CH:43]=[CH:42][CH:41]=3)[C@@H:36]([O:46][CH2:47][C:48]3[CH:53]=[CH:52][CH:51]=[CH:50][CH:49]=3)[C@H:35]([O:54][CH2:55][C:56]3[CH:61]=[CH:60][CH:59]=[CH:58][CH:57]=3)[C@@H:34]([CH2:62][O:63][CH2:64][C:65]3[CH:70]=[CH:69][CH:68]=[CH:67][CH:66]=3)[O:33]2)(=O)=O)=CC=1.[O-]C1C=CC=CC=1.C1(O)C=CC=CC=1. (4) Reactant: [Cl:1][C:2]1[CH:7]=[CH:6][C:5]([C:8]2[C:9]([C:17]3[CH:22]=[CH:21][C:20]([Cl:23])=[CH:19][C:18]=3[Cl:24])=[N:10][C:11]([C:14](Cl)=[O:15])=[N:12][CH:13]=2)=[CH:4][CH:3]=1.Cl.[C:26]([C:29]1([C:35]2[CH:40]=[CH:39][CH:38]=[CH:37][CH:36]=2)[CH2:34][CH2:33][NH:32][CH2:31][CH2:30]1)(=[O:28])[CH3:27].C(N(CC)CC)C. Product: [Cl:1][C:2]1[CH:7]=[CH:6][C:5]([C:8]2[C:9]([C:17]3[CH:22]=[CH:21][C:20]([Cl:23])=[CH:19][C:18]=3[Cl:24])=[N:10][C:11]([C:14]([N:32]3[CH2:33][CH2:34][C:29]([C:26](=[O:28])[CH3:27])([C:35]4[CH:36]=[CH:37][CH:38]=[CH:39][CH:40]=4)[CH2:30][CH2:31]3)=[O:15])=[N:12][CH:13]=2)=[CH:4][CH:3]=1. The catalyst class is: 4. (5) Reactant: [OH2:1].O.O.O.O.O.O.O.O.[N+:10]([O-:13])([O-:12])=[O:11].[Al+3].[N+]([O-])([O-])=O.[N+]([O-])([O-])=O.O.O.O.O.O.O.[N+]([O-])([O-])=O.[Nd+3].[N+]([O-])([O-])=O.[N+]([O-])([O-])=O.[N+]([O-])([O-])=O.[La+3:46].[N+]([O-])([O-])=O.[N+]([O-])([O-])=O. Product: [O-2:11].[La+3:46].[O-2:1].[O-2:11].[La+3:46].[OH2:11].[OH2:11].[OH2:11].[OH2:11].[OH2:11].[OH2:11].[N+:10]([O-:13])([O-:12])=[O:11].[La+3:46].[N+:10]([O-:13])([O-:12])=[O:11].[N+:10]([O-:13])([O-:12])=[O:11]. The catalyst class is: 6. (6) Reactant: Cl.[CH:2]([NH2:4])=[NH:3].C[O-].[Na+].CO.[CH3:10][C:11]([CH3:20])([CH3:19])[C:12](=O)[CH2:13][C:14](OC)=[O:15]. Product: [C:11]([C:12]1[CH:13]=[C:14]([OH:15])[N:4]=[CH:2][N:3]=1)([CH3:20])([CH3:19])[CH3:10]. The catalyst class is: 86. (7) Reactant: F[C:2]1[CH:3]=[CH:4][C:5]([N+:9]([O-:11])=[O:10])=[C:6]([CH3:8])[CH:7]=1.[CH3:12][O:13][C:14]1[CH:19]=[CH:18][C:17]([OH:20])=[CH:16][CH:15]=1.CC(C)([O-])C.[K+].Cl. Product: [CH3:12][O:13][C:14]1[CH:19]=[CH:18][C:17]([O:20][C:2]2[CH:3]=[CH:4][C:5]([N+:9]([O-:11])=[O:10])=[C:6]([CH3:8])[CH:7]=2)=[CH:16][CH:15]=1. The catalyst class is: 145. (8) The catalyst class is: 33. Product: [Cl:16][C:15]1[CH:14]=[CH:13][C:4]([CH2:5][NH:6][C:7](=[O:12])[C:8]([CH3:11])([CH3:10])[CH3:9])=[CH:3][C:2]=1[NH:1][NH2:17]. Reactant: [NH2:1][C:2]1[CH:3]=[C:4]([CH:13]=[CH:14][C:15]=1[Cl:16])[CH2:5][NH:6][C:7](=[O:12])[C:8]([CH3:11])([CH3:10])[CH3:9].[N:17]([O-])=O.[Na+].O.O.Cl[Sn]Cl. (9) Reactant: [H-].[Al+3].[Li+].[H-].[H-].[H-].[CH3:7][CH:8]([Si:10]([CH:26]([CH3:28])[CH3:27])([CH:23]([CH3:25])[CH3:24])[O:11][C:12]1[CH:22]=[CH:21][C:15]([C:16](OCC)=[O:17])=[CH:14][CH:13]=1)[CH3:9].S([O-])([O-])(=O)=O.[Na+].[Na+]. Product: [CH3:25][CH:23]([Si:10]([CH:26]([CH3:28])[CH3:27])([CH:8]([CH3:9])[CH3:7])[O:11][C:12]1[CH:22]=[CH:21][C:15]([CH2:16][OH:17])=[CH:14][CH:13]=1)[CH3:24]. The catalyst class is: 27.